Dataset: Cav3 T-type calcium channel HTS with 100,875 compounds. Task: Binary Classification. Given a drug SMILES string, predict its activity (active/inactive) in a high-throughput screening assay against a specified biological target. (1) The molecule is ClC(Cl)(Cl)C(NC(=O)c1ccc(OC)cc1)NC(=S)Nc1ccc(S(=O)(=O)N)cc1. The result is 0 (inactive). (2) The compound is Clc1ccc(S(=O)(=O)c2nc(oc2N(C)C)c2c(OC)cccc2)cc1. The result is 0 (inactive). (3) The compound is S(c1n(C2CCCCC2)c(nn1)CNC(=O)c1ccc(OC)cc1)CC(OCC)=O. The result is 0 (inactive). (4) The compound is S(c1n(c(nn1)COc1c(F)cccc1)c1ccccc1)CC(=O)NCc1occc1. The result is 0 (inactive). (5) The drug is O=C1N(CC(C1)C(=O)NCCN1CCCCCC1)CCc1ccccc1. The result is 0 (inactive). (6) The molecule is O=c1n([nH]c(c1)c1ccccc1)c1ccc(cc1)C(OCC)=O. The result is 0 (inactive).